From a dataset of Catalyst prediction with 721,799 reactions and 888 catalyst types from USPTO. Predict which catalyst facilitates the given reaction. (1) Reactant: [CH3:1][N:2]([CH3:16])[S:3]([N:6]1[C:10]2[CH:11]=[CH:12][CH:13]=[CH:14][C:9]=2[N:8]=[C:7]1Cl)(=[O:5])=[O:4].[C:17]([O:21][C:22]([N:24]1[CH2:29][CH2:28][CH:27]([C:30]#[N:31])[CH2:26][CH2:25]1)=[O:23])([CH3:20])([CH3:19])[CH3:18].C[Si](C)(C)[N-][Si](C)(C)C.[Na+]. Product: [C:17]([O:21][C:22]([N:24]1[CH2:29][CH2:28][C:27]([C:30]#[N:31])([C:7]2[N:6]([S:3](=[O:5])(=[O:4])[N:2]([CH3:16])[CH3:1])[C:10]3[CH:11]=[CH:12][CH:13]=[CH:14][C:9]=3[N:8]=2)[CH2:26][CH2:25]1)=[O:23])([CH3:20])([CH3:18])[CH3:19]. The catalyst class is: 1. (2) Reactant: [C:1]([O:5][C:6]([N:8]1[CH2:13][CH2:12][CH2:11][C@@H:10]([NH:14][C:15]2[C:20]([CH3:21])=[CH:19][CH:18]=[CH:17][N+:16]=2[O-:22])[CH2:9]1)=[O:7])([CH3:4])([CH3:3])[CH3:2].[N:23]1[N:27]2[CH:28]=[CH:29][CH:30]=[N:31][C:26]2=[C:25]([C:32]2[CH:40]=[CH:39][C:35]([C:36](O)=[O:37])=[CH:34][CH:33]=2)[CH:24]=1.CN(C(ON1N=NC2C=CC=NC1=2)=[N+](C)C)C.F[P-](F)(F)(F)(F)F.C(N(C(C)C)CC)(C)C. Product: [C:1]([O:5][C:6]([N:8]1[CH2:13][CH2:12][CH2:11][C@@H:10]([N:14]([C:15]2[C:20]([CH3:21])=[CH:19][CH:18]=[CH:17][N+:16]=2[O-:22])[C:36](=[O:37])[C:35]2[CH:34]=[CH:33][C:32]([C:25]3[CH:24]=[N:23][N:27]4[CH:28]=[CH:29][CH:30]=[N:31][C:26]=34)=[CH:40][CH:39]=2)[CH2:9]1)=[O:7])([CH3:4])([CH3:3])[CH3:2]. The catalyst class is: 18. (3) Reactant: [H-].[H-].[H-].[H-].[Li+].[Al+3].C1COCC1.[F:12][C:13]1[CH:14]=[C:15]([CH:33]=[CH:34][CH:35]=1)[CH2:16][NH:17][C:18](=[O:32])[NH:19][C:20]1[S:21][C:22]([CH:29]([CH3:31])[CH3:30])=[C:23]([C:25](OC)=[O:26])[N:24]=1.OS([O-])(=O)=O.[Na+]. Product: [F:12][C:13]1[CH:14]=[C:15]([CH:33]=[CH:34][CH:35]=1)[CH2:16][NH:17][C:18]([NH:19][C:20]1[S:21][C:22]([CH:29]([CH3:31])[CH3:30])=[C:23]([CH2:25][OH:26])[N:24]=1)=[O:32]. The catalyst class is: 5. (4) Reactant: [NH2:1][C:2]1[CH:6]=[C:5]([C:7]2[CH:12]=[CH:11][N:10]=[CH:9][CH:8]=2)[S:4][C:3]=1[C:13]([NH2:15])=[O:14].[O:16]1[CH2:21][CH2:20][C:19](=O)[CH2:18][CH2:17]1.O.C1(C)C=CC(S(O)(=O)=O)=CC=1.C(=O)([O-])O.[Na+]. Product: [N:10]1[CH:9]=[CH:8][C:7]([C:5]2[S:4][C:3]3[C:13](=[O:14])[NH:15][C:19]4([CH2:20][CH2:21][O:16][CH2:17][CH2:18]4)[NH:1][C:2]=3[CH:6]=2)=[CH:12][CH:11]=1. The catalyst class is: 11. (5) Reactant: [O:1]([CH2:8][C:9]1[CH:10]=[CH:11][C:12]([CH2:15]O)=[N:13][CH:14]=1)[C:2]1[CH:7]=[CH:6][CH:5]=[CH:4][CH:3]=1.[C:17]1(=[O:27])[NH:21][C:20](=[O:22])[C:19]2=[CH:23][CH:24]=[CH:25][CH:26]=[C:18]12.C1(P(C2C=CC=CC=2)C2C=CC=CC=2)C=CC=CC=1.N(C(OCC)=O)=NC(OCC)=O. Product: [O:1]([CH2:8][C:9]1[CH:10]=[CH:11][C:12]([CH2:15][N:21]2[C:17](=[O:27])[C:18]3[C:19](=[CH:23][CH:24]=[CH:25][CH:26]=3)[C:20]2=[O:22])=[N:13][CH:14]=1)[C:2]1[CH:3]=[CH:4][CH:5]=[CH:6][CH:7]=1. The catalyst class is: 7. (6) Reactant: C([O:8][C:9]([C:11]1[S:22][C:14]2[N:15]([CH3:21])[C:16](=[O:20])[NH:17][C:18](=[O:19])[C:13]=2[CH:12]=1)=[O:10])C1C=CC=CC=1.Br.C(O)(=O)C. Product: [CH3:21][N:15]1[C:14]2[S:22][C:11]([C:9]([OH:10])=[O:8])=[CH:12][C:13]=2[C:18](=[O:19])[NH:17][C:16]1=[O:20]. The catalyst class is: 6. (7) Reactant: C[Si](C)(C)[N-][Si](C)(C)C.[Li+].[C:11]([O:15][C:16]([N:18]1[CH2:23][CH2:22][CH2:21][CH:20]([CH:24]=O)[CH2:19]1)=[O:17])([CH3:14])([CH3:13])[CH3:12].Br[CH2:27][C:28]1[CH:33]=[CH:32][CH:31]=[C:30]([Cl:34])[CH:29]=1.[Li].[Cl-].[NH4+:37]. Product: [C:11]([O:15][C:16]([N:18]1[CH2:23][CH2:22][CH2:21][CH:20]([CH:24]([NH2:37])[CH2:27][C:28]2[CH:33]=[CH:32][CH:31]=[C:30]([Cl:34])[CH:29]=2)[CH2:19]1)=[O:17])([CH3:14])([CH3:13])[CH3:12]. The catalyst class is: 27. (8) Reactant: [Br:1][C:2]1[CH:7]=[CH:6][C:5]([C:8]2[O:9][C:10]([CH3:20])=[C:11]([CH2:13][CH2:14]OS(C)(=O)=O)[N:12]=2)=[CH:4][CH:3]=1.C(=O)([O-])[O-].[K+].[K+].[I-].[K+].CC1C=CC(S(O)(=O)=O)=CC=1.[CH3:40][O:41][C@H:42]1[CH2:46][CH2:45][NH:44][CH2:43]1. Product: [Br:1][C:2]1[CH:7]=[CH:6][C:5]([C:8]2[O:9][C:10]([CH3:20])=[C:11]([CH2:13][CH2:14][N:44]3[CH2:45][CH2:46][C@H:42]([O:41][CH3:40])[CH2:43]3)[N:12]=2)=[CH:4][CH:3]=1. The catalyst class is: 10. (9) Reactant: [Br:1][C:2]1[CH:7]=[CH:6][C:5]([CH2:8][C:9]([NH:11][CH3:12])=[O:10])=[C:4]([F:13])[CH:3]=1.[Br:14]N1C(=O)CCC1=O.N(C(C)(C)C#N)=NC(C)(C)C#N. The catalyst class is: 53. Product: [Br:14][CH:8]([C:5]1[CH:6]=[CH:7][C:2]([Br:1])=[CH:3][C:4]=1[F:13])[C:9]([NH:11][CH3:12])=[O:10]. (10) Reactant: Cl.C(OC([NH:9][CH2:10][C:11]1[CH:12]=[C:13]([NH:22][C:23](=[O:46])[CH2:24][CH2:25][CH2:26][C:27]2[CH:32]=[CH:31][C:30]([CH:33]([NH:37][C:38]3[CH:43]=[CH:42][C:41]([C:44]#[N:45])=[CH:40][CH:39]=3)[C:34]([OH:36])=[O:35])=[CH:29][CH:28]=2)[CH:14]=[CH:15][C:16]=1[S:17]([CH2:20][CH3:21])(=[O:19])=[O:18])=O)(C)(C)C. Product: [NH2:9][CH2:10][C:11]1[CH:12]=[C:13]([NH:22][C:23](=[O:46])[CH2:24][CH2:25][CH2:26][C:27]2[CH:32]=[CH:31][C:30]([CH:33]([NH:37][C:38]3[CH:39]=[CH:40][C:41]([C:44]#[N:45])=[CH:42][CH:43]=3)[C:34]([OH:36])=[O:35])=[CH:29][CH:28]=2)[CH:14]=[CH:15][C:16]=1[S:17]([CH2:20][CH3:21])(=[O:18])=[O:19]. The catalyst class is: 13.